This data is from Full USPTO retrosynthesis dataset with 1.9M reactions from patents (1976-2016). The task is: Predict the reactants needed to synthesize the given product. Given the product [CH:24]12[CH2:32][CH:28]3[CH2:27][CH:26]([CH2:31][CH:30]([CH2:29]3)[CH:23]1[C:21]1[CH:22]=[C:17]([N:14]3[CH2:15][CH2:16][CH:12]([NH2:8])[CH2:13]3)[N:18]=[C:19]([NH2:33])[N:20]=1)[CH2:25]2, predict the reactants needed to synthesize it. The reactants are: C(O)=O.C([N:8]([CH:12]1[CH2:16][CH2:15][N:14]([C:17]2[CH:22]=[C:21]([CH:23]3[CH:30]4[CH2:31][CH:26]5[CH2:27][CH:28]([CH2:32][CH:24]3[CH2:25]5)[CH2:29]4)[N:20]=[C:19]([NH2:33])[N:18]=2)[CH2:13]1)C(=O)O)(C)(C)C.C(O)(C(F)(F)F)=O.